From a dataset of Reaction yield outcomes from USPTO patents with 853,638 reactions. Predict the reaction yield, written as a fraction of the theoretical maximum amount of product (1.0 means a 100% yield; for example, 0.34 means a 34% yield). (1) The reactants are CC1C=CC(C(O)=O)=CC=1.C(ON1C(=O)C2=CC=CC=C2C1=O)(=O)C.O=O.[C:28](O)(=[O:38])[C:29]1[CH:37]=[CH:36][C:32]([C:33]([OH:35])=[O:34])=[CH:31][CH:30]=1. The catalyst is [Ti].O.O.O.O.C([O-])(=O)C.[Co+2].C([O-])(=O)C.O.O.O.O.C([O-])(=O)C.[Mn+2].C([O-])(=O)C.C(O)(=O)C. The product is [C:33]([C:32]1[CH:36]=[CH:37][C:29]([CH:28]=[O:38])=[CH:30][CH:31]=1)([OH:35])=[O:34]. The yield is 0.706. (2) The reactants are [Br:1][C:2]1[CH:12]=[CH:11][C:5]([C:6]([O:8][CH2:9][CH3:10])=[O:7])=[CH:4][C:3]=1[CH2:13]Br.[O-:15][CH2:16][CH3:17].[Na+]. The catalyst is C(O)C.CN(C=O)C. The product is [Br:1][C:2]1[CH:12]=[CH:11][C:5]([C:6]([O:8][CH2:9][CH3:10])=[O:7])=[CH:4][C:3]=1[CH2:13][O:15][CH2:16][CH3:17]. The yield is 0.840. (3) The reactants are O[C:2]1[N:3]=[C:4]2[CH:12]=[C:11](/[CH:13]=[CH:14]/[C:15]3[S:16][CH:17]=[C:18]([CH:20]([CH3:22])[CH3:21])[N:19]=3)[CH:10]=[CH:9][N:5]2[C:6](=[O:8])[CH:7]=1.C1(C)C=CC(S(Cl)(=O)=O)=CC=1.C(N(CC)CC)C.Cl.[CH3:42][NH:43][C:44]([CH:46]1[CH2:51][CH2:50][CH2:49][NH:48][CH2:47]1)=[O:45]. The catalyst is O1CCCC1.CN(C)C1C=CN=CC=1.CN(C)C=O. The product is [CH3:42][NH:43][C:44]([CH:46]1[CH2:51][CH2:50][CH2:49][N:48]([C:2]2[N:3]=[C:4]3[CH:12]=[C:11](/[CH:13]=[CH:14]/[C:15]4[S:16][CH:17]=[C:18]([CH:20]([CH3:22])[CH3:21])[N:19]=4)[CH:10]=[CH:9][N:5]3[C:6](=[O:8])[CH:7]=2)[CH2:47]1)=[O:45]. The yield is 0.790. (4) The reactants are [OH:1][CH:2]1[CH2:7][CH2:6][NH:5][CH2:4][CH2:3]1.[CH:8]1([NH:11][C:12]([N:14]2[C:22]3[C:17](=[CH:18][C:19]([O:23][C:24]4[CH:29]=[CH:28][N:27]=[C:26]([N:30](C(OC5C=CC=CC=5)=O)[C:31](=[O:39])OC5C=CC=CC=5)[CH:25]=4)=[CH:20][CH:21]=3)[CH:16]=[CH:15]2)=[O:13])[CH2:10][CH2:9]1.C1(NC(N2C3C(=CC(OC4C=CN=C(NC(N5CCC(N6CCCC6)CC5)=O)C=4)=CC=3)C=C2)=O)CC1. The catalyst is CN(C)C=O. The product is [CH:8]1([NH:11][C:12]([N:14]2[C:22]3[C:17](=[CH:18][C:19]([O:23][C:24]4[CH:29]=[CH:28][N:27]=[C:26]([NH:30][C:31]([N:5]5[CH2:6][CH2:7][CH:2]([OH:1])[CH2:3][CH2:4]5)=[O:39])[CH:25]=4)=[CH:20][CH:21]=3)[CH:16]=[CH:15]2)=[O:13])[CH2:10][CH2:9]1. The yield is 0.390.